From a dataset of Reaction yield outcomes from USPTO patents with 853,638 reactions. Predict the reaction yield, written as a fraction of the theoretical maximum amount of product (1.0 means a 100% yield; for example, 0.34 means a 34% yield). The reactants are C(=O)([O-])[O-].[Cs+].[Cs+].[C:7]([O:10][C:11]1[CH:12]=[C:13]2[C:18](=[CH:19][CH:20]=1)[N:17]=[CH:16][N:15]=[C:14]2Cl)(=[O:9])[CH3:8].[CH3:22][O:23][C:24]1[N:29]=[C:28]2[S:30][C:31]([NH2:33])=[N:32][C:27]2=[CH:26][CH:25]=1. The catalyst is C1C=CC(/C=C/C(/C=C/C2C=CC=CC=2)=O)=CC=1.C1C=CC(/C=C/C(/C=C/C2C=CC=CC=2)=O)=CC=1.C1C=CC(/C=C/C(/C=C/C2C=CC=CC=2)=O)=CC=1.[Pd].[Pd].C1(C)C=CC=CC=1. The product is [C:7]([O:10][C:11]1[CH:12]=[C:13]2[C:18](=[CH:19][CH:20]=1)[N:17]=[CH:16][N:15]=[C:14]2[NH:33][C:31]1[S:30][C:28]2[C:27]([N:32]=1)=[CH:26][CH:25]=[C:24]([O:23][CH3:22])[N:29]=2)(=[O:9])[CH3:8]. The yield is 0.400.